From a dataset of Forward reaction prediction with 1.9M reactions from USPTO patents (1976-2016). Predict the product of the given reaction. (1) Given the reactants [F:1][C:2]1[CH:3]=[C:4]([NH:13][S:14]([C:17]2[N:22]=[CH:21][C:20](B(O)O)=[CH:19][CH:18]=2)(=[O:16])=[O:15])[CH:5]=[C:6]([F:12])[C:7]=1[C:8]([O:10]C)=[O:9].Br[C:27]1[S:28][CH:29]=[CH:30][N:31]=1.C(=O)([O-])[O-].[Na+].[Na+].[OH-].[Na+].Cl, predict the reaction product. The product is: [F:1][C:2]1[CH:3]=[C:4]([NH:13][S:14]([C:17]2[CH:18]=[CH:19][C:20]([C:27]3[S:28][CH:29]=[CH:30][N:31]=3)=[CH:21][N:22]=2)(=[O:16])=[O:15])[CH:5]=[C:6]([F:12])[C:7]=1[C:8]([OH:10])=[O:9]. (2) The product is: [O:22]=[C:20]1[NH:19][C:15]2=[N:16][CH:17]=[CH:18][C:13]([O:12][C:5]3[C:6]4[C:11](=[CH:10][CH:9]=[CH:8][CH:7]=4)[C:2]([NH:1][C:24]([NH:23][C:26]4[CH:31]=[CH:30][CH:29]=[C:28]([C:32]([F:33])([F:34])[F:35])[CH:27]=4)=[O:25])=[CH:3][CH:4]=3)=[C:14]2[NH:21]1. Given the reactants [NH2:1][C:2]1[C:11]2[C:6](=[CH:7][CH:8]=[CH:9][CH:10]=2)[C:5]([O:12][C:13]2[CH:18]=[CH:17][N:16]=[C:15]3[NH:19][C:20](=[O:22])[NH:21][C:14]=23)=[CH:4][CH:3]=1.[N:23]([C:26]1[CH:31]=[CH:30][CH:29]=[C:28]([C:32]([F:35])([F:34])[F:33])[CH:27]=1)=[C:24]=[O:25], predict the reaction product. (3) The product is: [CH2:19]([O:26][C:27]1[C:32]([CH:33]([C:10]2[CH:11]=[CH:12][C:7]([CH2:6][CH2:5][O:4][CH2:3][O:2][CH3:1])=[CH:8][CH:9]=2)[OH:34])=[C:31]([CH3:35])[CH:30]=[C:29]([CH3:36])[N:28]=1)[C:20]1[CH:21]=[CH:22][CH:23]=[CH:24][CH:25]=1. Given the reactants [CH3:1][O:2][CH2:3][O:4][CH2:5][CH2:6][C:7]1[CH:12]=[CH:11][C:10](Br)=[CH:9][CH:8]=1.C([Li])(C)(C)C.[CH2:19]([O:26][C:27]1[C:32]([CH:33]=[O:34])=[C:31]([CH3:35])[CH:30]=[C:29]([CH3:36])[N:28]=1)[C:20]1[CH:25]=[CH:24][CH:23]=[CH:22][CH:21]=1.[Cl-].[NH4+], predict the reaction product. (4) Given the reactants [CH2:1]([O:3][C:4]([C:6]1[N:11]=[C:10](Br)[C:9]2[N:13]=[C:14]([C:16]3[CH:17]=[N:18][N:19]([CH2:21][C:22]4[CH:27]=[CH:26][CH:25]=[CH:24][CH:23]=4)[CH:20]=3)[S:15][C:8]=2[C:7]=1[OH:28])=[O:5])[CH3:2].C(OCC)(=O)C.[CH3:35][N:36](C)C(=O)C, predict the reaction product. The product is: [CH2:1]([O:3][C:4]([C:6]1[N:11]=[C:10]([C:35]#[N:36])[C:9]2[N:13]=[C:14]([C:16]3[CH:17]=[N:18][N:19]([CH2:21][C:22]4[CH:27]=[CH:26][CH:25]=[CH:24][CH:23]=4)[CH:20]=3)[S:15][C:8]=2[C:7]=1[OH:28])=[O:5])[CH3:2].